The task is: Predict the product of the given reaction.. This data is from Forward reaction prediction with 1.9M reactions from USPTO patents (1976-2016). (1) Given the reactants CC1C=CC(S(O[CH2:12][C@H:13]2[CH:22]=[CH:21][C:20]3[C:15](=[C:16]([C:24]4[CH:29]=[C:28]([Cl:30])[CH:27]=[CH:26][C:25]=4[Cl:31])[CH:17]=[C:18]([F:23])[CH:19]=3)[O:14]2)(=O)=O)=CC=1.[N-:32]=[N+:33]=[N-:34].[Na+], predict the reaction product. The product is: [N:32]([CH2:12][C@H:13]1[CH2:22][CH2:21][C:20]2[C:15](=[C:16]([C:24]3[CH:29]=[C:28]([Cl:30])[CH:27]=[CH:26][C:25]=3[Cl:31])[CH:17]=[C:18]([F:23])[CH:19]=2)[O:14]1)=[N+:33]=[N-:34]. (2) Given the reactants [C:1]([O:6][CH3:7])(=[O:5])[C:2]([CH3:4])=[CH2:3].[C:8]([O:12][CH2:13][CH2:14][CH2:15][CH3:16])(=[O:11])[CH:9]=[CH2:10].C1(C)C=CC=CC=1.C(N)CCC.CC1(C)CC(OC(=O)CCCCCCCCC(OC2CC(C)(C)NC(C)(C)C2)=O)CC(C)(C)N1, predict the reaction product. The product is: [C:1]([O:6][CH3:7])(=[O:5])[C:2]([CH3:4])=[CH2:3].[C:8]([O:12][CH2:13][CH2:14][CH2:15][CH3:16])(=[O:11])[CH:9]=[CH2:10].[C:1]([O:6][CH3:7])(=[O:5])[C:2]([CH3:4])=[CH2:3]. (3) Given the reactants [NH2:1][CH2:2][CH:3]1[CH2:8][CH2:7][NH:6][CH2:5][CH2:4]1.[Cl:9][C:10]1[CH:11]=[C:12]([CH:15]=[CH:16][C:17]=1[Cl:18])[CH2:13]Cl.C(=O)([O-])[O-].[K+].[K+], predict the reaction product. The product is: [Cl:9][C:10]1[CH:11]=[C:12]([CH:15]=[CH:16][C:17]=1[Cl:18])[CH2:13][N:6]1[CH2:7][CH2:8][CH:3]([CH2:2][NH2:1])[CH2:4][CH2:5]1. (4) Given the reactants [C:1]([O:5][C:6]([N:8]1[CH2:12][CH2:11][CH2:10][C:9]1([CH2:16][OH:17])[C:13]([OH:15])=O)=[O:7])([CH3:4])([CH3:3])[CH3:2].CCN(C(C)C)C(C)C.[Si:27]([O:34][CH:35]([CH3:44])[CH:36]([C:38]1[N:43]=CC=CN=1)[NH2:37])([C:30]([CH3:33])([CH3:32])[CH3:31])([CH3:29])[CH3:28].C[N:46]([C:48]([O:52]N1N=NC2C=CC=NC1=2)=[N+](C)C)C.F[P-](F)(F)(F)(F)F, predict the reaction product. The product is: [Si:27]([O:34][C@@H:35]([CH3:44])[C@@H:36]([NH:37][C:13]([C:9]1([CH2:16][OH:17])[CH2:10][CH2:11][CH2:12][N:8]1[C:6]([O:5][C:1]([CH3:2])([CH3:3])[CH3:4])=[O:7])=[O:15])[C:38]1[O:52][CH:48]=[N:46][N:43]=1)([C:30]([CH3:31])([CH3:32])[CH3:33])([CH3:28])[CH3:29]. (5) The product is: [C:1]([C:3]1[CH:40]=[CH:39][C:6]([O:7][CH:8]([CH2:14][C:15]2[CH:16]=[CH:17][C:18]([O:21][CH2:22][CH2:23][NH:24][C:25](=[O:38])[C:26]3[CH:31]=[CH:30][C:29]([C:32]4[CH:37]=[CH:36][CH:35]=[CH:34][N:33]=4)=[CH:28][CH:27]=3)=[CH:19][CH:20]=2)[C:9]([OH:11])=[O:10])=[CH:5][CH:4]=1)#[N:2]. Given the reactants [C:1]([C:3]1[CH:40]=[CH:39][C:6]([O:7][CH:8]([CH2:14][C:15]2[CH:20]=[CH:19][C:18]([O:21][CH2:22][CH2:23][NH:24][C:25](=[O:38])[C:26]3[CH:31]=[CH:30][C:29]([C:32]4[CH:37]=[CH:36][CH:35]=[CH:34][N:33]=4)=[CH:28][CH:27]=3)=[CH:17][CH:16]=2)[C:9]([O:11]CC)=[O:10])=[CH:5][CH:4]=1)#[N:2].[OH-].[Na+], predict the reaction product.